From a dataset of NCI-60 drug combinations with 297,098 pairs across 59 cell lines. Regression. Given two drug SMILES strings and cell line genomic features, predict the synergy score measuring deviation from expected non-interaction effect. (1) Drug 1: CC1=C(C=C(C=C1)NC(=O)C2=CC=C(C=C2)CN3CCN(CC3)C)NC4=NC=CC(=N4)C5=CN=CC=C5. Drug 2: B(C(CC(C)C)NC(=O)C(CC1=CC=CC=C1)NC(=O)C2=NC=CN=C2)(O)O. Cell line: M14. Synergy scores: CSS=22.2, Synergy_ZIP=-0.763, Synergy_Bliss=-2.40, Synergy_Loewe=-35.0, Synergy_HSA=-2.51. (2) Drug 1: C1=CC=C(C=C1)NC(=O)CCCCCCC(=O)NO. Drug 2: CN(CC1=CN=C2C(=N1)C(=NC(=N2)N)N)C3=CC=C(C=C3)C(=O)NC(CCC(=O)O)C(=O)O. Cell line: MCF7. Synergy scores: CSS=16.8, Synergy_ZIP=-8.05, Synergy_Bliss=2.07, Synergy_Loewe=-20.7, Synergy_HSA=1.17. (3) Synergy scores: CSS=32.2, Synergy_ZIP=0.634, Synergy_Bliss=1.01, Synergy_Loewe=-13.9, Synergy_HSA=-0.107. Cell line: SW-620. Drug 2: C1=NC2=C(N=C(N=C2N1C3C(C(C(O3)CO)O)F)Cl)N. Drug 1: CC12CCC(CC1=CCC3C2CCC4(C3CC=C4C5=CN=CC=C5)C)O. (4) Drug 1: COC1=NC(=NC2=C1N=CN2C3C(C(C(O3)CO)O)O)N. Drug 2: CCCCC(=O)OCC(=O)C1(CC(C2=C(C1)C(=C3C(=C2O)C(=O)C4=C(C3=O)C=CC=C4OC)O)OC5CC(C(C(O5)C)O)NC(=O)C(F)(F)F)O. Cell line: LOX IMVI. Synergy scores: CSS=57.4, Synergy_ZIP=0.172, Synergy_Bliss=0.153, Synergy_Loewe=-12.6, Synergy_HSA=3.40. (5) Drug 1: CC1=C(C=C(C=C1)NC2=NC=CC(=N2)N(C)C3=CC4=NN(C(=C4C=C3)C)C)S(=O)(=O)N.Cl. Drug 2: CC1C(C(CC(O1)OC2CC(CC3=C2C(=C4C(=C3O)C(=O)C5=C(C4=O)C(=CC=C5)OC)O)(C(=O)C)O)N)O.Cl. Cell line: SK-MEL-28. Synergy scores: CSS=26.9, Synergy_ZIP=-2.22, Synergy_Bliss=2.41, Synergy_Loewe=-20.9, Synergy_HSA=-0.468.